This data is from Peptide-MHC class I binding affinity with 185,985 pairs from IEDB/IMGT. The task is: Regression. Given a peptide amino acid sequence and an MHC pseudo amino acid sequence, predict their binding affinity value. This is MHC class I binding data. (1) The peptide sequence is YMKAPSGAL. The MHC is HLA-B48:01 with pseudo-sequence HLA-B48:01. The binding affinity (normalized) is 0.644. (2) The peptide sequence is YDFNKLTAL. The MHC is HLA-B40:02 with pseudo-sequence HLA-B40:02. The binding affinity (normalized) is 0.724. (3) The peptide sequence is SCDFNNGITI. The MHC is H-2-Db with pseudo-sequence H-2-Db. The binding affinity (normalized) is 0.0641.